This data is from Catalyst prediction with 721,799 reactions and 888 catalyst types from USPTO. The task is: Predict which catalyst facilitates the given reaction. Reactant: [NH2:1][C:2]1[CH:17]=[C:16]([O:18][CH3:19])[C:15]([O:20][CH3:21])=[CH:14][C:3]=1[C:4]([C:6]1[CH:7]=[C:8]([CH:11]=[CH:12][CH:13]=1)[C:9]#[N:10])=O.[Br-].Br[CH2:24][C:25]([O-:27])=O.C([O-])([O-])=O.[Na+].[Na+].CO.[NH3:36]. The catalyst class is: 4. Product: [CH3:21][O:20][C:15]1[C:16]([O:18][CH3:19])=[CH:17][C:2]2[NH:1][C:25](=[O:27])[CH2:24][N:36]=[C:4]([C:6]3[CH:7]=[C:8]([CH:11]=[CH:12][CH:13]=3)[C:9]#[N:10])[C:3]=2[CH:14]=1.